This data is from Catalyst prediction with 721,799 reactions and 888 catalyst types from USPTO. The task is: Predict which catalyst facilitates the given reaction. (1) Reactant: [CH:1]([C:4]1[CH:5]=[C:6]([C:12]([OH:14])=O)[O:7][C:8]=1[CH:9]([CH3:11])[CH3:10])([CH3:3])[CH3:2].[CH3:15][Li].[Cl-].[NH4+]. Product: [C:12]([C:6]1[O:7][C:8]([CH:9]([CH3:10])[CH3:11])=[C:4]([CH:1]([CH3:2])[CH3:3])[CH:5]=1)(=[O:14])[CH3:15]. The catalyst class is: 27. (2) Reactant: [Cl:1][C:2]1[N:7]=[CH:6][C:5]([C:8]([N:10]2[CH2:16][CH2:15][CH2:14][NH:13][CH2:12][CH2:11]2)=[O:9])=[CH:4][CH:3]=1.[C:17]1(=O)[CH2:20][CH2:19][CH2:18]1.C(O[BH-](OC(=O)C)OC(=O)C)(=O)C.[Na+].[OH-].[Na+]. Product: [Cl:1][C:2]1[N:7]=[CH:6][C:5]([C:8]([N:10]2[CH2:16][CH2:15][CH2:14][N:13]([CH:17]3[CH2:20][CH2:19][CH2:18]3)[CH2:12][CH2:11]2)=[O:9])=[CH:4][CH:3]=1. The catalyst class is: 68.